Task: Predict the product of the given reaction.. Dataset: Forward reaction prediction with 1.9M reactions from USPTO patents (1976-2016) Given the reactants [CH3:1][C:2]1[N:3]([C:8]2[CH:12]=[C:11]([CH2:13]O)[N:10]([CH3:15])[N:9]=2)[C:4]([CH3:7])=[CH:5][CH:6]=1.P([N:32]=[N+:33]=[N-:34])(=O)(OC1C=CC=CC=1)OC1C=CC=CC=1.C1(C2CCCCCCCCCC=2)CCCCCCCCNN=1.O, predict the reaction product. The product is: [N:32]([CH2:13][C:11]1[N:10]([CH3:15])[N:9]=[C:8]([N:3]2[C:2]([CH3:1])=[CH:6][CH:5]=[C:4]2[CH3:7])[CH:12]=1)=[N+:33]=[N-:34].